Dataset: Forward reaction prediction with 1.9M reactions from USPTO patents (1976-2016). Task: Predict the product of the given reaction. (1) Given the reactants [C:1]([O:5][C:6]([NH:8][CH2:9][C:10]1[N:11]([CH2:34][CH:35]([CH3:37])[CH3:36])[C:12](=[O:33])[C:13]2[C:18]([C:19]=1[C:20]1[CH:25]=[CH:24][CH:23]=[CH:22][CH:21]=1)=[CH:17][C:16]([CH2:26][CH2:27][C:28]([O:30]CC)=[O:29])=[CH:15][CH:14]=2)=[O:7])([CH3:4])([CH3:3])[CH3:2].[OH-].[Na+].O.Cl, predict the reaction product. The product is: [C:1]([O:5][C:6]([NH:8][CH2:9][C:10]1[N:11]([CH2:34][CH:35]([CH3:37])[CH3:36])[C:12](=[O:33])[C:13]2[C:18]([C:19]=1[C:20]1[CH:21]=[CH:22][CH:23]=[CH:24][CH:25]=1)=[CH:17][C:16]([CH2:26][CH2:27][C:28]([OH:30])=[O:29])=[CH:15][CH:14]=2)=[O:7])([CH3:4])([CH3:3])[CH3:2]. (2) Given the reactants S(Cl)([Cl:3])=O.[CH3:5][O:6][CH2:7][CH2:8][O:9][C:10]1[CH:11]=[C:12]2[C:17](=[CH:18][C:19]=1[O:20][CH2:21][CH2:22][O:23][CH3:24])[N:16]=[CH:15][NH:14][C:13]2=O.CN(C)C=O.[OH-].[Na+], predict the reaction product. The product is: [Cl:3][C:13]1[C:12]2[C:17](=[CH:18][C:19]([O:20][CH2:21][CH2:22][O:23][CH3:24])=[C:10]([O:9][CH2:8][CH2:7][O:6][CH3:5])[CH:11]=2)[N:16]=[CH:15][N:14]=1. (3) Given the reactants C([O:8][N:9]1[C@H:13]([CH:14]([CH3:16])[CH3:15])[CH2:12][C@@H:11]([N:17]([CH2:37][CH2:38][CH3:39])[S:18]([C:21]2[CH:26]=[CH:25][C:24]([C:27]3[CH:32]=[CH:31][C:30]([C:33]([F:36])([F:35])[F:34])=[CH:29][CH:28]=3)=[CH:23][CH:22]=2)(=[O:20])=[O:19])[C:10]1=[O:40])C1C=CC=CC=1, predict the reaction product. The product is: [OH:8][N:9]1[C@H:13]([CH:14]([CH3:16])[CH3:15])[CH2:12][C@@H:11]([N:17]([CH2:37][CH2:38][CH3:39])[S:18]([C:21]2[CH:22]=[CH:23][C:24]([C:27]3[CH:32]=[CH:31][C:30]([C:33]([F:36])([F:34])[F:35])=[CH:29][CH:28]=3)=[CH:25][CH:26]=2)(=[O:20])=[O:19])[C:10]1=[O:40]. (4) Given the reactants Cl[C:2]1[N:7]=[C:6]([CH2:8][CH2:9][C:10]2[CH:15]=[CH:14][CH:13]=[CH:12][C:11]=2[C:16]2([C:19]([NH2:21])=[O:20])[CH2:18][CH2:17]2)[C:5]([CH3:22])=[CH:4][N:3]=1.[NH2:23][C:24]1[CH:25]=[N:26][N:27]([CH:29]2[CH2:34][CH2:33][N:32]([C:35]([O:37][C:38]([CH3:41])([CH3:40])[CH3:39])=[O:36])[CH2:31][CH2:30]2)[CH:28]=1.CC1(C)C2C(=C(P(C3C=CC=CC=3)C3C=CC=CC=3)C=CC=2)OC2C(P(C3C=CC=CC=3)C3C=CC=CC=3)=CC=CC1=2.C([O-])([O-])=O.[Cs+].[Cs+], predict the reaction product. The product is: [C:19]([C:16]1([C:11]2[CH:12]=[CH:13][CH:14]=[CH:15][C:10]=2[CH2:9][CH2:8][C:6]2[C:5]([CH3:22])=[CH:4][N:3]=[C:2]([NH:23][C:24]3[CH:25]=[N:26][N:27]([CH:29]4[CH2:30][CH2:31][N:32]([C:35]([O:37][C:38]([CH3:41])([CH3:40])[CH3:39])=[O:36])[CH2:33][CH2:34]4)[CH:28]=3)[N:7]=2)[CH2:18][CH2:17]1)(=[O:20])[NH2:21]. (5) Given the reactants [Cl:1][C:2]1[CH:7]=[CH:6][CH:5]=[C:4]([Cl:8])[C:3]=1[N:9]1[C:13]([C:14]2[S:18][C:17]([NH2:19])=[N:16][CH:15]=2)=[CH:12][C:11]([CH:20]([F:22])[F:21])=[N:10]1.CN1CCOCC1.[C:30](Cl)(=[O:34])[CH2:31][CH2:32][CH3:33], predict the reaction product. The product is: [Cl:8][C:4]1[CH:5]=[CH:6][CH:7]=[C:2]([Cl:1])[C:3]=1[N:9]1[C:13]([C:14]2[S:18][C:17]([NH:19][C:30](=[O:34])[CH2:31][CH2:32][CH3:33])=[N:16][CH:15]=2)=[CH:12][C:11]([CH:20]([F:21])[F:22])=[N:10]1.